From a dataset of Catalyst prediction with 721,799 reactions and 888 catalyst types from USPTO. Predict which catalyst facilitates the given reaction. (1) Reactant: [ClH:1].C([O:9][C:10]([NH:12][CH2:13][CH2:14][CH2:15][C@H:16]([NH:32][C:33](=[O:42])[O:34][CH2:35][C:36]1[CH:41]=[CH:40][CH:39]=[CH:38][CH:37]=1)[C:17]([NH:19][CH2:20][CH:21]([OH:31])[CH2:22][NH:23]C(OC(C)(C)C)=O)=[O:18])=[O:11])C1C=CC=CC=1. Product: [ClH:1].[CH2:35]([N:12]([CH2:13][CH2:14][CH2:15][C@H:16]([NH:32][C:33]([O:34][CH2:35][C:36]1[CH:37]=[CH:38][CH:39]=[CH:40][CH:41]=1)=[O:42])[C:17]([NH:19][CH2:20][CH:21]([OH:31])[CH2:22][NH2:23])=[O:18])[C:10](=[O:11])[OH:9])[C:36]1[CH:41]=[CH:40][CH:39]=[CH:38][CH:37]=1. The catalyst class is: 12. (2) Reactant: [CH3:1][O:2][C:3]1[CH:20]=[CH:19][C:6]([CH2:7][O:8][C:9]2[C:14]([CH2:15]O)=[CH:13][N:12]=[C:11]([S:17][CH3:18])[N:10]=2)=[CH:5][CH:4]=1.[Cl:21][C:22]1[CH:23]=[C:24]([CH:27]=[C:28]([O:30][C:31]2[C:36](=[O:37])[NH:35][CH:34]=[N:33][C:32]=2[C:38]([F:41])([F:40])[F:39])[CH:29]=1)[C:25]#[N:26].C1(P(C2C=CC=CC=2)C2C=CC=CC=2)C=CC=CC=1.CCOC(/N=N/C(OCC)=O)=O. Product: [Cl:21][C:22]1[CH:23]=[C:24]([CH:27]=[C:28]([O:30][C:31]2[C:36](=[O:37])[N:35]([CH2:15][C:14]3[C:9]([O:8][CH2:7][C:6]4[CH:19]=[CH:20][C:3]([O:2][CH3:1])=[CH:4][CH:5]=4)=[N:10][C:11]([S:17][CH3:18])=[N:12][CH:13]=3)[CH:34]=[N:33][C:32]=2[C:38]([F:39])([F:40])[F:41])[CH:29]=1)[C:25]#[N:26]. The catalyst class is: 4. (3) Reactant: [Cl:1][C:2]1[N:11]=[CH:10][C:9]2[NH:8][C:7](=O)[C@@H:6]([CH2:13][CH3:14])[N:5]([CH:15]3[CH2:18][CH2:17][CH2:16]3)[C:4]=2[N:3]=1.[CH3:19]C(C)([O-])C.[K+].C(OP(Cl)(OCC)=O)C.[NH2:34][NH2:35]. Product: [Cl:1][C:2]1[N:11]=[CH:10][C:9]2[N:8]3[CH:19]=[N:34][N:35]=[C:7]3[C@@H:6]([CH2:13][CH3:14])[N:5]([CH:15]3[CH2:18][CH2:17][CH2:16]3)[C:4]=2[N:3]=1. The catalyst class is: 1. (4) Reactant: [CH2:1]([O:3][C:4]([C:6]1[C:11]([O:12][CH2:13][CH3:14])=[C:10]([N:15]2[CH2:20][CH2:19][O:18][CH2:17][CH2:16]2)[N:9]=[C:8](Cl)[N:7]=1)=[O:5])[CH3:2].CC1(C)C(C)(C)OB([C:30]2[CH:31]=[C:32]([OH:36])[CH:33]=[CH:34][CH:35]=2)O1.O1CCOCC1.C(=O)([O-])[O-].[Na+].[Na+]. Product: [CH2:1]([O:3][C:4]([C:6]1[C:11]([O:12][CH2:13][CH3:14])=[C:10]([N:15]2[CH2:20][CH2:19][O:18][CH2:17][CH2:16]2)[N:9]=[C:8]([C:30]2[CH:35]=[CH:34][CH:33]=[C:32]([OH:36])[CH:31]=2)[N:7]=1)=[O:5])[CH3:2]. The catalyst class is: 103. (5) Reactant: [O:1]1[C:5]2[CH:6]=[CH:7][CH:8]=[CH:9][C:4]=2[C:3]([NH:10][C:11]([N:13]2[CH2:18][CH2:17][N:16]([C:19]3[S:23][N:22]=[C:21]([N:24]4[CH2:29][CH2:28][NH:27][CH2:26][CH2:25]4)[N:20]=3)[CH2:15][CH2:14]2)=[O:12])=[N:2]1.ON1C2C=CC=CC=2N=N1.Cl.CN(C)CCCN=C=NCC.[C:52]([O:56][C:57]([NH:59][CH2:60][C:61](O)=[O:62])=[O:58])([CH3:55])([CH3:54])[CH3:53]. Product: [O:1]1[C:5]2[CH:6]=[CH:7][CH:8]=[CH:9][C:4]=2[C:3]([NH:10][C:11]([N:13]2[CH2:14][CH2:15][N:16]([C:19]3[S:23][N:22]=[C:21]([N:24]4[CH2:25][CH2:26][N:27]([C:61](=[O:62])[CH2:60][NH:59][C:57](=[O:58])[O:56][C:52]([CH3:53])([CH3:54])[CH3:55])[CH2:28][CH2:29]4)[N:20]=3)[CH2:17][CH2:18]2)=[O:12])=[N:2]1. The catalyst class is: 35. (6) Reactant: Cl.[CH2:2]([O:4][C:5](=[O:9])[CH2:6][CH2:7][NH2:8])[CH3:3].[CH3:10][CH:11]1[CH2:15][CH2:14][CH2:13][C:12]1=O.C([O-])(=O)C.[Na+].C(O[BH-](OC(=O)C)OC(=O)C)(=O)C.[Na+]. Product: [CH2:2]([O:4][C:5](=[O:9])[CH2:6][CH2:7][NH:8][CH:13]1[CH2:14][CH2:15][CH:11]([CH3:10])[CH2:12]1)[CH3:3]. The catalyst class is: 4. (7) Reactant: [CH2:1]([C:3]1[CH:8]=[CH:7][CH:6]=[C:5]([CH2:9][CH3:10])[C:4]=1[C:11]1[N:16]=[C:15]([O:17][CH3:18])[C:14]([CH:19](O)[CH2:20][CH2:21][CH3:22])=[C:13]([CH3:24])[N:12]=1)[CH3:2].O=S(Cl)[Cl:27]. Product: [Cl:27][CH:19]([C:14]1[C:15]([O:17][CH3:18])=[N:16][C:11]([C:4]2[C:3]([CH2:1][CH3:2])=[CH:8][CH:7]=[CH:6][C:5]=2[CH2:9][CH3:10])=[N:12][C:13]=1[CH3:24])[CH2:20][CH2:21][CH3:22]. The catalyst class is: 2.